From a dataset of Full USPTO retrosynthesis dataset with 1.9M reactions from patents (1976-2016). Predict the reactants needed to synthesize the given product. (1) Given the product [Br:1][C:2]1[CH:3]=[C:4]2[C:9](=[CH:10][CH:11]=1)[N:8]=[C:7]([Cl:13])[CH:6]=[CH:5]2, predict the reactants needed to synthesize it. The reactants are: [Br:1][C:2]1[CH:3]=[C:4]2[C:9](=[CH:10][CH:11]=1)[NH:8][C:7](=O)[CH2:6][CH2:5]2.[Cl:13]C1C(=O)C(C#N)=C(C#N)C(=O)C=1Cl. (2) The reactants are: [CH:1]1([C:7]([C:9]2[O:10][C:11]3[CH:18]=[CH:17][C:16]([O:19][CH2:20][CH2:21][CH2:22][S:23][CH3:24])=[CH:15][C:12]=3[C:13]=2[CH3:14])=[O:8])[CH2:6][CH2:5][CH2:4][CH2:3][CH2:2]1.[BH4-].[Na+]. Given the product [CH:1]1([CH:7]([C:9]2[O:10][C:11]3[CH:18]=[CH:17][C:16]([O:19][CH2:20][CH2:21][CH2:22][S:23][CH3:24])=[CH:15][C:12]=3[C:13]=2[CH3:14])[OH:8])[CH2:6][CH2:5][CH2:4][CH2:3][CH2:2]1, predict the reactants needed to synthesize it. (3) Given the product [Br-:1].[Cl:15][C:5]1[CH:6]=[C:7]([N:9]2[CH2:14][CH2:13][O:12][CH2:11][CH2:10]2)[N:8]=[C:3]([CH2:2][P+:22]([C:23]2[CH:24]=[CH:25][CH:26]=[CH:27][CH:28]=2)([C:29]2[CH:34]=[CH:33][CH:32]=[CH:31][CH:30]=2)[C:16]2[CH:17]=[CH:18][CH:19]=[CH:20][CH:21]=2)[N:4]=1, predict the reactants needed to synthesize it. The reactants are: [Br:1][CH2:2][C:3]1[N:8]=[C:7]([N:9]2[CH2:14][CH2:13][O:12][CH2:11][CH2:10]2)[CH:6]=[C:5]([Cl:15])[N:4]=1.[C:16]1([P:22]([C:29]2[CH:34]=[CH:33][CH:32]=[CH:31][CH:30]=2)[C:23]2[CH:28]=[CH:27][CH:26]=[CH:25][CH:24]=2)[CH:21]=[CH:20][CH:19]=[CH:18][CH:17]=1. (4) Given the product [Cl:31][C:25]1[CH:26]=[C:27]2[C:22](=[CH:23][CH:24]=1)[O:21][C:18]1([CH2:19][CH2:20][N:15]([C:13]3[CH:12]=[CH:11][N:10]=[C:9]([C@H:7]([OH:6])[CH3:8])[N:14]=3)[CH2:16][CH2:17]1)[CH2:29][C:28]2=[O:30], predict the reactants needed to synthesize it. The reactants are: C([O:6][C@@H:7]([C:9]1[N:14]=[C:13]([N:15]2[CH2:20][CH2:19][C:18]3([CH2:29][C:28](=[O:30])[C:27]4[C:22](=[CH:23][CH:24]=[C:25]([Cl:31])[CH:26]=4)[O:21]3)[CH2:17][CH2:16]2)[CH:12]=[CH:11][N:10]=1)[CH3:8])(=O)CCC.O.[OH-].[Li+]. (5) Given the product [NH2:37][C:4]1[CH:3]=[C:2]([CH:7]=[CH:6][CH:5]=1)[O:8][CH2:20][CH2:21][NH:22][C:23](=[O:24])[O:25][C:26]([CH3:29])([CH3:28])[CH3:27], predict the reactants needed to synthesize it. The reactants are: N[C:2]1([OH:8])[CH:7]=[CH:6][CH:5]=[CH:4][CH2:3]1.CC1C=CC(S(O[CH2:20][CH2:21][NH:22][C:23]([O:25][C:26]([CH3:29])([CH3:28])[CH3:27])=[O:24])(=O)=O)=CC=1.C(=O)([O-])[O-].[Cs+].[Cs+].C[N:37](C=O)C. (6) Given the product [N:15]([C:12]1[CH:11]=[CH:10][C:9]([O:8][C:3]2[C:2]([CH3:1])=[CH:7][CH:6]=[CH:5][N:4]=2)=[CH:14][CH:13]=1)=[C:16]=[S:31], predict the reactants needed to synthesize it. The reactants are: [CH3:1][C:2]1[C:3]([O:8][C:9]2[CH:14]=[CH:13][C:12]([NH2:15])=[CH:11][CH:10]=2)=[N:4][CH:5]=[CH:6][CH:7]=1.[C:16](=[S:31])(OC1C=CC=CN=1)OC1C=CC=CN=1. (7) Given the product [N:10]1([CH2:16][C:17]2[CH:22]=[CH:21][C:20]([C:23]3[CH:28]=[N:27][C:26]4[NH:36][C:31]5[CH:32]=[N:33][CH:34]=[CH:35][C:30]=5[C:25]=4[CH:24]=3)=[CH:19][CH:18]=2)[CH2:15][CH2:14][CH2:13][CH2:12][CH2:11]1, predict the reactants needed to synthesize it. The reactants are: C[Si]([N-][Si](C)(C)C)(C)C.[N:10]1([CH2:16][C:17]2[CH:22]=[CH:21][C:20]([C:23]3[CH:24]=[C:25]([C:30]4[CH:35]=[CH:34][N:33]=[CH:32][C:31]=4[NH2:36])[C:26](F)=[N:27][CH:28]=3)=[CH:19][CH:18]=2)[CH2:15][CH2:14][CH2:13][CH2:12][CH2:11]1.O. (8) Given the product [Br:14][C:15]1[CH:16]=[N:17][C:18]2[CH2:19][CH2:20][N:21]([C:11]([C:9]3[CH:10]=[C:5]4[N:4]=[CH:3][C:2]([Cl:1])=[CH:7][N:6]4[N:8]=3)=[O:13])[CH2:22][C:23]=2[CH:24]=1, predict the reactants needed to synthesize it. The reactants are: [Cl:1][C:2]1[CH:3]=[N:4][C:5]2[N:6]([N:8]=[C:9]([C:11]([OH:13])=O)[CH:10]=2)[CH:7]=1.[Br:14][C:15]1[CH:16]=[N:17][C:18]2[CH2:19][CH2:20][NH:21][CH2:22][C:23]=2[CH:24]=1. (9) Given the product [O:34]1[CH2:35][CH2:36][CH2:37][CH2:38][CH:33]1[O:32][C@H:22]1[CH2:23][CH2:24][C@@:25]2([CH3:26])[C:20](=[CH:19][CH2:18][C@@H:17]3[C@@H:27]2[CH2:28][CH2:29][C@@:30]2([CH3:31])[C@H:16]3[CH2:15][CH2:14][C@@H:13]2[C@H:11]([CH3:12])[CH2:10][CH2:9][CH2:8][OH:7])[CH2:21]1, predict the reactants needed to synthesize it. The reactants are: O1CCCCC1[O:7][C:8](=O)[CH2:9][CH2:10][C@H:11]([C@@H:13]1[C@:30]2([CH3:31])[C@H:16]([C@H:17]3[C@H:27]([CH2:28][CH2:29]2)[C@:25]2([CH3:26])[C:20]([CH2:21][C@@H:22]([O:32][CH:33]4[CH2:38][CH2:37][CH2:36][CH2:35][O:34]4)[CH2:23][CH2:24]2)=[CH:19][CH2:18]3)[CH2:15][CH2:14]1)[CH3:12].[H-].[H-].[H-].[H-].[Li+].[Al+3].[O-]S([O-])(=O)=O.[Na+].[Na+]. (10) Given the product [CH3:25][C:26]1[S:27][C:28]([CH3:35])=[CH:29][C:30]=1[S:31]([N:12]1[C:13]2[C:9](=[C:8]3[CH:2]([CH3:1])[N:3]([C:16]([O:18][C:19]([CH3:21])([CH3:20])[CH3:22])=[O:17])[CH2:4][CH2:5][O:6][C:7]3=[CH:15][CH:14]=2)[CH:10]=[CH:11]1)(=[O:33])=[O:32], predict the reactants needed to synthesize it. The reactants are: [CH3:1][CH:2]1[C:8]2=[C:9]3[C:13](=[CH:14][CH:15]=[C:7]2[O:6][CH2:5][CH2:4][N:3]1[C:16]([O:18][C:19]([CH3:22])([CH3:21])[CH3:20])=[O:17])[NH:12][CH:11]=[CH:10]3.[H-].[Na+].[CH3:25][C:26]1[S:27][C:28]([CH3:35])=[CH:29][C:30]=1[S:31](Cl)(=[O:33])=[O:32].